From a dataset of Catalyst prediction with 721,799 reactions and 888 catalyst types from USPTO. Predict which catalyst facilitates the given reaction. (1) Reactant: [CH3:1][S:2]([C:5]1[CH:10]=[CH:9][C:8]([C:11]2[N:12]=[CH:13][C:14]([OH:17])=[N:15][CH:16]=2)=[CH:7][CH:6]=1)(=[O:4])=[O:3].CS(O[C@@H:23]([CH:25]1[CH2:30][CH2:29][N:28]([C:31]2[O:35][N:34]=[C:33]([CH:36]([CH3:38])[CH3:37])[N:32]=2)[CH2:27][CH2:26]1)[CH3:24])(=O)=O.C([O-])([O-])=O.[K+].[K+].O. Product: [CH3:38][CH:36]([C:33]1[N:32]=[C:31]([N:28]2[CH2:27][CH2:26][CH:25]([C@@H:23]([O:17][C:14]3[CH:13]=[N:12][C:11]([C:8]4[CH:7]=[CH:6][C:5]([S:2]([CH3:1])(=[O:3])=[O:4])=[CH:10][CH:9]=4)=[CH:16][N:15]=3)[CH3:24])[CH2:30][CH2:29]2)[O:35][N:34]=1)[CH3:37]. The catalyst class is: 3. (2) Product: [O:11]1[C:10]2[CH:14]=[CH:15][C:7]([CH:25]([C:23]3[CH:22]=[CH:21][C:20]4[O:16][CH2:17][O:18][C:19]=4[CH:24]=3)[OH:26])=[CH:8][C:9]=2[O:13][CH2:12]1. Reactant: C([Li])(C)(C)C.Br[C:7]1[CH:15]=[CH:14][C:10]2[O:11][CH2:12][O:13][C:9]=2[CH:8]=1.[O:16]1[C:20]2[CH:21]=[CH:22][C:23]([CH:25]=[O:26])=[CH:24][C:19]=2[O:18][CH2:17]1.C(OCC)=O. The catalyst class is: 1.